This data is from Full USPTO retrosynthesis dataset with 1.9M reactions from patents (1976-2016). The task is: Predict the reactants needed to synthesize the given product. (1) Given the product [CH3:1][O:2][C:3]1[CH:4]=[C:5]2[C:10](=[CH:11][C:12]=1[O:13][CH3:14])[N:9]=[CH:8][CH:7]=[C:6]2[O:15][C:16]1[CH:25]=[C:24]2[C:19]([CH:20]=[CH:21][C:22]([NH:26][S:45]([C:41]3[CH:42]=[CH:43][CH:44]=[C:39]([CH3:49])[CH:40]=3)(=[O:47])=[O:46])=[CH:23]2)=[CH:18][CH:17]=1, predict the reactants needed to synthesize it. The reactants are: [CH3:1][O:2][C:3]1[CH:4]=[C:5]2[C:10](=[CH:11][C:12]=1[O:13][CH3:14])[N:9]=[CH:8][CH:7]=[C:6]2[O:15][C:16]1[CH:25]=[C:24]2[C:19]([CH:20]=[CH:21][C:22]([NH2:26])=[CH:23]2)=[CH:18][CH:17]=1.C([O-])([O-])=O.[K+].[K+].N1C=CC=CC=1.[C:39]1([CH3:49])[CH:44]=[CH:43][CH:42]=[C:41]([S:45](Cl)(=[O:47])=[O:46])[CH:40]=1. (2) Given the product [NH2:1][C:2]1[N:11]=[C:10]([CH3:12])[C:9]2[C:8](=[O:13])[CH2:7][CH:6]([C:14]3[CH:15]=[N:16][CH:17]=[CH:18][CH:19]=3)[CH2:5][C:4]=2[N:3]=1, predict the reactants needed to synthesize it. The reactants are: [NH2:1][C:2]1[N:11]=[C:10]([CH3:12])[C:9]2[C:8](=[O:13])[CH2:7][CH:6]([C:14]3[C:15](Cl)=[N:16][CH:17]=[CH:18][CH:19]=3)[CH2:5][C:4]=2[N:3]=1.[H][H].